From a dataset of Reaction yield outcomes from USPTO patents with 853,638 reactions. Predict the reaction yield, written as a fraction of the theoretical maximum amount of product (1.0 means a 100% yield; for example, 0.34 means a 34% yield). (1) The reactants are Cl[C:2]1[C:3]2[N:4]([CH:10]=[C:11]([N+:13]([O-:15])=[O:14])[CH:12]=2)[N:5]=[CH:6][C:7]=1[C:8]#[N:9].[CH:16]1([NH2:21])[CH2:20][CH2:19][CH2:18][CH2:17]1.CCN(C(C)C)C(C)C. The catalyst is CN(C=O)C. The product is [CH:16]1([NH:21][C:2]2[C:3]3[N:4]([CH:10]=[C:11]([N+:13]([O-:15])=[O:14])[CH:12]=3)[N:5]=[CH:6][C:7]=2[C:8]#[N:9])[CH2:20][CH2:19][CH2:18][CH2:17]1. The yield is 0.780. (2) The product is [CH3:22][NH:21][C:20]1[C:15]2[CH:14]=[CH:13][C:12]([C:3]3[C:4]([C:8]([F:11])([F:10])[F:9])=[CH:5][CH:6]=[CH:7][C:2]=3[N:25]3[CH2:30][CH2:29][CH2:28][CH2:27][CH2:26]3)=[N:24][C:16]=2[N:17]=[C:18]([NH2:23])[N:19]=1. The catalyst is CN(C)C=O.CN1CCCC1=O. The reactants are F[C:2]1[CH:7]=[CH:6][CH:5]=[C:4]([C:8]([F:11])([F:10])[F:9])[C:3]=1[C:12]1[CH:13]=[CH:14][C:15]2[C:20]([NH:21][CH3:22])=[N:19][C:18]([NH2:23])=[N:17][C:16]=2[N:24]=1.[NH:25]1[CH2:30][CH2:29][CH2:28][CH2:27][CH2:26]1.C(=O)([O-])[O-].[K+].[K+]. The yield is 0.410.